Predict the product of the given reaction. From a dataset of Forward reaction prediction with 1.9M reactions from USPTO patents (1976-2016). Given the reactants C[O:2][C:3](=O)[CH:4]=[CH2:5].[F:7][C:8]1[CH:13]=[CH:12][C:11]([CH2:14][C:15]#[N:16])=[CH:10][CH:9]=1.C[O-:18].[Na+].Cl.[CH2:21]1[CH2:25][O:24][CH2:23][CH2:22]1, predict the reaction product. The product is: [CH3:23][O:24][C:25]([CH:21]1[CH2:22][C:14]([C:15]#[N:16])([C:11]2[CH:12]=[CH:13][C:8]([F:7])=[CH:9][CH:10]=2)[CH2:5][CH2:4][C:3]1=[O:2])=[O:18].